From a dataset of Forward reaction prediction with 1.9M reactions from USPTO patents (1976-2016). Predict the product of the given reaction. (1) The product is: [F:1][C:2]([F:14])([F:13])[C:3]1[N:8]2[CH:9]=[CH:10][N:11]=[CH:12][C:7]2=[CH:6][N:5]=1. Given the reactants [F:1][C:2]([F:14])([F:13])[C:3]([NH:5][CH2:6][C:7]1[CH:12]=[N:11][CH:10]=[CH:9][N:8]=1)=O.O=P12OP3(OP(OP(O3)(O1)=O)(=O)O2)=O, predict the reaction product. (2) The product is: [CH2:1]([O:3][CH2:4][C:5]1[N:6]([CH2:44][C:45]([OH:48])([CH3:47])[CH3:46])[C:7]2[C:16]3[CH:15]=[CH:14][C:13]([CH:17]=[O:18])=[CH:12][C:11]=3[N:10]=[C:9]([NH:23][C:24]([C:25]3[CH:26]=[CH:27][CH:28]=[CH:29][CH:30]=3)([C:31]3[CH:32]=[CH:33][CH:34]=[CH:35][CH:36]=3)[C:37]3[CH:42]=[CH:41][CH:40]=[CH:39][CH:38]=3)[C:8]=2[N:43]=1)[CH3:2]. Given the reactants [CH2:1]([O:3][CH2:4][C:5]1[N:6]([CH2:44][C:45]([OH:48])([CH3:47])[CH3:46])[C:7]2[C:16]3[CH:15]=[CH:14][C:13]([C:17](N(OC)C)=[O:18])=[CH:12][C:11]=3[N:10]=[C:9]([NH:23][C:24]([C:37]3[CH:42]=[CH:41][CH:40]=[CH:39][CH:38]=3)([C:31]3[CH:36]=[CH:35][CH:34]=[CH:33][CH:32]=3)[C:25]3[CH:30]=[CH:29][CH:28]=[CH:27][CH:26]=3)[C:8]=2[N:43]=1)[CH3:2].[H-].[Al+3].[Li+].[H-].[H-].[H-].[Cl-].[NH4+].O, predict the reaction product.